Dataset: Forward reaction prediction with 1.9M reactions from USPTO patents (1976-2016). Task: Predict the product of the given reaction. (1) Given the reactants [Br:1][C:2]1[CH:10]=[CH:9][C:5]([C:6]([OH:8])=O)=[C:4]([F:11])[CH:3]=1.[NH:12]1[CH2:16][CH2:15][CH2:14][CH2:13]1, predict the reaction product. The product is: [Br:1][C:2]1[CH:10]=[CH:9][C:5]([C:6]([N:12]2[CH2:16][CH2:15][CH2:14][CH2:13]2)=[O:8])=[C:4]([F:11])[CH:3]=1. (2) Given the reactants [Br:1][C:2]1[CH:15]=[CH:14][C:13]2[O:12][C:11]3[C:6](=[CH:7][C:8](I)=[CH:9][CH:10]=3)[C@@:5]3([CH2:20][O:19][C:18]([NH2:21])=[N:17]3)[C:4]=2[CH:3]=1.[C:22]([O:26][CH3:27])(=[O:25])[CH:23]=[CH2:24].P.C(N(CC)CC)C, predict the reaction product. The product is: [NH2:21][C:18]1[O:19][CH2:20][C@@:5]2([N:17]=1)[C:4]1[CH:3]=[C:2]([Br:1])[CH:15]=[CH:14][C:13]=1[O:12][C:11]1[C:6]2=[CH:7][C:8](/[CH:24]=[CH:23]/[C:22]([O:26][CH3:27])=[O:25])=[CH:9][CH:10]=1. (3) Given the reactants C(N(C(C)C)CC)(C)C.[NH2:10][C:11]1[N:15]([C:16]2[CH:21]=[CH:20][C:19]([F:22])=[CH:18][CH:17]=2)[N:14]=[CH:13][C:12]=1[C:23]([OH:25])=O.F[P-](F)(F)(F)(F)F.N1(OC(N(C)C)=[N+](C)C)C2N=CC=CC=2N=N1.[NH2:50][CH2:51][C:52]([CH2:58][N:59]([CH2:67][CH3:68])[CH2:60][C:61]1[CH:66]=[CH:65][CH:64]=[CH:63][CH:62]=1)([OH:57])[C:53]([F:56])([F:55])[F:54], predict the reaction product. The product is: [NH2:10][C:11]1[N:15]([C:16]2[CH:17]=[CH:18][C:19]([F:22])=[CH:20][CH:21]=2)[N:14]=[CH:13][C:12]=1[C:23]([NH:50][CH2:51][C:52]([CH2:58][N:59]([CH2:67][CH3:68])[CH2:60][C:61]1[CH:62]=[CH:63][CH:64]=[CH:65][CH:66]=1)([OH:57])[C:53]([F:56])([F:55])[F:54])=[O:25]. (4) Given the reactants [CH2:1]([N:8]1[C:17]2[CH2:16][CH2:15][NH:14][CH2:13][CH2:12][C:11]=2[C:10]([C:18]2[CH:23]=[CH:22][C:21](Cl)=[CH:20][CH:19]=2)=[N:9]1)[C:2]1[CH:7]=[CH:6][CH:5]=[CH:4][CH:3]=1.[CH3:25]C1C=CC(C(Cl)=O)=CC=1, predict the reaction product. The product is: [CH2:1]([N:8]1[C:17]2[CH2:16][CH2:15][NH:14][CH2:13][CH2:12][C:11]=2[C:10]([C:18]2[CH:23]=[CH:22][C:21]([CH3:25])=[CH:20][CH:19]=2)=[N:9]1)[C:2]1[CH:7]=[CH:6][CH:5]=[CH:4][CH:3]=1. (5) Given the reactants [H-].[Na+].[N:3]1[CH:8]=[CH:7]C=C[C:4]=1[N:9](CC1C=CC(C([O-])=O)=CC=1)[C:10]1[CH:15]=[CH:14][CH:13]=[CH:12][N:11]=1.Br[CH2:27][C:28]1[CH:37]=[CH:36][C:31]([C:32]([O:34][CH3:35])=[O:33])=[CH:30][CH:29]=1.[OH2:38].C[N:40](C=O)C, predict the reaction product. The product is: [CH3:7][C:8]1[N:3]=[C:4]([N:9]([CH2:27][C:28]2[CH:37]=[CH:36][C:31]([C:32]([O:34][CH3:35])=[O:33])=[CH:30][CH:29]=2)[C:10]2[CH:15]=[CH:14][CH:13]=[CH:12][N:11]=2)[O:38][N:40]=1.